From a dataset of Full USPTO retrosynthesis dataset with 1.9M reactions from patents (1976-2016). Predict the reactants needed to synthesize the given product. (1) Given the product [Cl:1][C:2]1[CH:3]=[C:4]([C:13]2[O:17][C:16]([CH:18]=[O:19])=[CH:15][CH:14]=2)[CH:5]=[CH:6][C:7]=1[Cl:8], predict the reactants needed to synthesize it. The reactants are: [Cl:1][C:2]1[CH:3]=[C:4](B(O)O)[CH:5]=[CH:6][C:7]=1[Cl:8].Br[C:13]1[O:17][C:16]([CH:18]=[O:19])=[CH:15][CH:14]=1.C1(P(C2C=CC=CC=2)C2C=CC=CC=2)C=CC=CC=1.C(=O)(O)[O-].[Na+]. (2) Given the product [CH3:60][C:57]([CH3:61])([CH2:56][C@:47]1([C:50]2[CH:55]=[CH:54][CH:53]=[CH:52][CH:51]=2)[O:46][C:45](=[O:62])[N:44]([C@H:42]([C:39]2[CH:40]=[CH:41][C:36]([C:19]3[CH:24]=[CH:23][C:22](=[O:25])[N:21]([CH3:26])[CH:20]=3)=[CH:37][CH:38]=2)[CH3:43])[CH2:49][CH2:48]1)[C:58]#[N:59].[OH:1][C:2]([CH3:33])([CH3:34])[CH2:3][C@@:4]1([C:27]2[CH:28]=[CH:29][CH:30]=[CH:31][CH:32]=2)[O:9][C:8](=[O:10])[N:7]([C@H:11]([C:13]2[CH:18]=[CH:17][C:16]([C:19]3[CH:24]=[CH:23][C:22](=[O:25])[N:21]([CH3:26])[CH:20]=3)=[CH:15][CH:14]=2)[CH3:12])[CH2:6][CH2:5]1, predict the reactants needed to synthesize it. The reactants are: [OH:1][C:2]([CH3:34])([CH3:33])[CH2:3][C@@:4]1([C:27]2[CH:32]=[CH:31][CH:30]=[CH:29][CH:28]=2)[O:9][C:8](=[O:10])[N:7]([C@H:11]([C:13]2[CH:18]=[CH:17][C:16]([C:19]3[CH:24]=[CH:23][C:22](=[O:25])[N:21]([CH3:26])[CH:20]=3)=[CH:15][CH:14]=2)[CH3:12])[CH2:6][CH2:5]1.Br[C:36]1[CH:41]=[CH:40][C:39]([C@@H:42]([N:44]2[CH2:49][CH2:48][C@:47]([CH2:56][C:57]([CH3:61])([CH3:60])[C:58]#[N:59])([C:50]3[CH:55]=[CH:54][CH:53]=[CH:52][CH:51]=3)[O:46][C:45]2=[O:62])[CH3:43])=[CH:38][CH:37]=1. (3) Given the product [Cl:39][C:36]1[C:35]([NH:40][S:41]([CH3:44])(=[O:43])=[O:42])=[CH:34][C:33]([NH:32][C:2]2[C:3]([C:16]3[N:24]=[C:23]([CH3:25])[N:22]=[C:21]4[C:17]=3[N:18]=[CH:19][N:20]4[CH:26]3[CH2:31][CH2:30][CH2:29][CH2:28][O:27]3)=[CH:4][C:5]([CH:8]([N:10]3[CH2:15][CH2:14][O:13][CH2:12][CH2:11]3)[CH3:9])=[CH:6][N:7]=2)=[CH:38][N:37]=1, predict the reactants needed to synthesize it. The reactants are: F[C:2]1[N:7]=[CH:6][C:5]([CH:8]([N:10]2[CH2:15][CH2:14][O:13][CH2:12][CH2:11]2)[CH3:9])=[CH:4][C:3]=1[C:16]1[N:24]=[C:23]([CH3:25])[N:22]=[C:21]2[C:17]=1[N:18]=[CH:19][N:20]2[CH:26]1[CH2:31][CH2:30][CH2:29][CH2:28][O:27]1.[NH2:32][C:33]1[CH:34]=[C:35]([NH:40][S:41]([CH3:44])(=[O:43])=[O:42])[C:36]([Cl:39])=[N:37][CH:38]=1.C[Si]([N-][Si](C)(C)C)(C)C.[Na+].